Dataset: Catalyst prediction with 721,799 reactions and 888 catalyst types from USPTO. Task: Predict which catalyst facilitates the given reaction. (1) Reactant: [CH3:1][C:2]1[CH:3]=[C:4]([CH:6]=[CH:7][CH:8]=1)[NH2:5].CS[C:11](=[C:14]([C:17]#[N:18])[C:15]#[N:16])SC.[NH2:19][C@H:20]1[CH2:26][CH2:25][CH2:24][CH2:23][N:22]([CH2:27][C:28]([N:30]2[CH2:34][CH2:33][CH2:32][CH2:31]2)=[O:29])[C:21]1=[O:35]. Product: [C:15]([C:14]([C:17]#[N:18])=[C:11]([NH:19][C@H:20]1[CH2:26][CH2:25][CH2:24][CH2:23][N:22]([CH2:27][C:28]([N:30]2[CH2:31][CH2:32][CH2:33][CH2:34]2)=[O:29])[C:21]1=[O:35])[NH:5][C:4]1[CH:6]=[CH:7][CH:8]=[C:2]([CH3:1])[CH:3]=1)#[N:16]. The catalyst class is: 8. (2) Reactant: [N:1]1([CH:16]2[CH2:21][CH2:20][NH:19][CH2:18][CH2:17]2)[CH2:6][CH2:5][CH:4]([O:7][CH2:8][C:9]([O:11][C:12](C)(C)[CH3:13])=[O:10])[CH2:3][CH2:2]1.Cl. Product: [N:1]1([CH:16]2[CH2:17][CH2:18][NH:19][CH2:20][CH2:21]2)[CH2:2][CH2:3][CH:4]([O:7][CH2:8][C:9]([O:11][CH2:12][CH3:13])=[O:10])[CH2:5][CH2:6]1. The catalyst class is: 14. (3) Reactant: [Cl:1][C:2]1[N:9]=[C:8]([C:10]2[CH:15]=[CH:14][CH:13]=[CH:12][CH:11]=2)[C:7]([CH3:16])=[CH:6][C:3]=1[CH:4]=[O:5].N1C=CN=C1.[C:22]1(=[O:27])[CH2:26][CH2:25][CH:24]=[CH:23]1. Product: [Cl:1][C:2]1[C:3]([CH:4]([OH:5])[C:23]2[C:22](=[O:27])[CH2:26][CH2:25][CH:24]=2)=[CH:6][C:7]([CH3:16])=[C:8]([C:10]2[CH:11]=[CH:12][CH:13]=[CH:14][CH:15]=2)[N:9]=1. The catalyst class is: 24. (4) Reactant: [Cl:1][C:2]1[CH:3]=[C:4]([C:8]2[CH:9]=[CH:10][C:11]3[CH2:17][CH2:16][CH2:15][CH2:14][N:13](C(OC(C)(C)C)=O)[C:12]=3[N:25]=2)[CH:5]=[CH:6][CH:7]=1. Product: [Cl:1][C:2]1[CH:3]=[C:4]([C:8]2[CH:9]=[CH:10][C:11]3[CH2:17][CH2:16][CH2:15][CH2:14][NH:13][C:12]=3[N:25]=2)[CH:5]=[CH:6][CH:7]=1. The catalyst class is: 209. (5) Reactant: [Cl:1][C:2]1[CH:3]=[C:4]2[C:12](=[CH:13][CH:14]=1)[O:11][C:7]1([CH2:10][CH2:9][CH2:8]1)[CH2:6]/[C:5]/2=[CH:15]\[C:16]([OH:18])=[O:17].[H][H]. Product: [Cl:1][C:2]1[CH:3]=[C:4]2[C:12](=[CH:13][CH:14]=1)[O:11][C:7]1([CH2:8][CH2:9][CH2:10]1)[CH2:6][CH:5]2[CH2:15][C:16]([OH:18])=[O:17]. The catalyst class is: 78. (6) Reactant: Cl.[CH3:2][CH:3]([O:5][C:6]1[CH:13]=[CH:12][C:11]([C:14]2[O:18][N:17]=[C:16]([C:19]3[CH:29]=[CH:28][C:22]4[CH2:23][CH2:24][NH:25][CH2:26][CH2:27][C:21]=4[CH:20]=3)[N:15]=2)=[CH:10][C:7]=1[C:8]#[N:9])[CH3:4].Br[CH:31]([CH3:39])[C:32]([O:34][C:35]([CH3:38])([CH3:37])[CH3:36])=[O:33].C(=O)([O-])[O-]. Product: [C:8]([C:7]1[CH:10]=[C:11]([C:14]2[O:18][N:17]=[C:16]([C:19]3[CH:29]=[CH:28][C:22]4[CH2:23][CH2:24][N:25]([CH:31]([CH3:39])[C:32]([O:34][C:35]([CH3:38])([CH3:37])[CH3:36])=[O:33])[CH2:26][CH2:27][C:21]=4[CH:20]=3)[N:15]=2)[CH:12]=[CH:13][C:6]=1[O:5][CH:3]([CH3:2])[CH3:4])#[N:9]. The catalyst class is: 10. (7) Reactant: [C:1](Cl)(=O)[C:2]([Cl:4])=[O:3].[CH3:7][N:8]1[C:16]2[C:11](=[CH:12][CH:13]=[CH:14][CH:15]=2)C=[C:9]1C(O)=O. Product: [CH3:9][N:8]1[C:16]2[C:15](=[CH:14][CH:13]=[CH:12][CH:11]=2)[C:1]([C:2]([Cl:4])=[O:3])=[CH:7]1. The catalyst class is: 2. (8) Reactant: Cl.Cl.[NH2:3][C:4]1[N:8]([CH3:9])[N:7]=[CH:6][C:5]=1[CH2:10][NH2:11].C[O-].[Na+]. Product: [NH2:3][C:4]1[N:8]([CH3:9])[N:7]=[CH:6][C:5]=1[CH2:10][NH2:11]. The catalyst class is: 5. (9) Reactant: Cl.[S:2]1[C:6]2=[CH:7][CH:8]=[CH:9][NH:10][CH:5]2[CH2:4][CH2:3]1.[CH3:11][O:12][C:13](=[O:23])[CH:14]([C:16]1[CH:21]=[CH:20][CH:19]=[CH:18][C:17]=1[Cl:22])Br.C(=O)([O-])[O-].[K+].[K+]. Product: [CH3:11][O:12][C:13]([C@@H:14]([N:10]1[CH2:9][C:8]2[CH:7]=[CH:6][S:2][C:3]=2[CH2:4][CH2:5]1)[C:16]1[CH:21]=[CH:20][CH:19]=[CH:18][C:17]=1[Cl:22])=[O:23]. The catalyst class is: 21.